From a dataset of CYP1A2 inhibition data for predicting drug metabolism from PubChem BioAssay. Regression/Classification. Given a drug SMILES string, predict its absorption, distribution, metabolism, or excretion properties. Task type varies by dataset: regression for continuous measurements (e.g., permeability, clearance, half-life) or binary classification for categorical outcomes (e.g., BBB penetration, CYP inhibition). Dataset: cyp1a2_veith. The compound is O=C(N/N=C1\CCCc2ccccc21)c1ccc([N+](=O)[O-])cc1Cl. The result is 1 (inhibitor).